From a dataset of Forward reaction prediction with 1.9M reactions from USPTO patents (1976-2016). Predict the product of the given reaction. (1) Given the reactants [F:1][C:2]1[CH:3]=[C:4]([OH:9])[CH:5]=[CH:6][C:7]=1[F:8].[Br:10][CH2:11][CH2:12][CH2:13]Br.C(=O)([O-])[O-].[K+].[K+], predict the reaction product. The product is: [Br:10][CH2:11][CH2:12][CH2:13][O:9][C:4]1[CH:5]=[CH:6][C:7]([F:8])=[C:2]([F:1])[CH:3]=1. (2) Given the reactants [Cl-].[Al+3].[Cl-].[Cl-].Cl[C:6]([CH:8]([CH2:13][C:14]1[CH:19]=[CH:18][CH:17]=[C:16]([Cl:20])[CH:15]=1)[C:9]([O:11][CH3:12])=[O:10])=[O:7].Cl, predict the reaction product. The product is: [Cl:20][C:16]1[CH:15]=[C:14]2[C:19](=[CH:18][CH:17]=1)[C:6](=[O:7])[CH:8]([C:9]([O:11][CH3:12])=[O:10])[CH2:13]2. (3) Given the reactants [NH2:1][C:2]1[C:11]([Cl:12])=[CH:10][CH:9]=[C:8]2[C:3]=1[CH:4]=[CH:5][C:6]([N:13]1[CH2:18][CH2:17][N:16](C(OC(C)(C)C)=O)[CH2:15][CH2:14]1)=[N:7]2.[C:26]1([CH2:32][CH2:33][C:34](O)=[O:35])[CH:31]=[CH:30][CH:29]=[CH:28][CH:27]=1, predict the reaction product. The product is: [Cl:12][C:11]1[C:2]([NH:1][C:34](=[O:35])[CH2:33][CH2:32][C:26]2[CH:31]=[CH:30][CH:29]=[CH:28][CH:27]=2)=[C:3]2[C:8](=[CH:9][CH:10]=1)[N:7]=[C:6]([N:13]1[CH2:14][CH2:15][NH:16][CH2:17][CH2:18]1)[CH:5]=[CH:4]2. (4) Given the reactants I[C:2]1[N:10]([CH3:11])[C:9]2[CH2:8][CH2:7][NH:6][C:5](=[O:12])[C:4]=2[CH:3]=1.[Br:13][C:14]1[CH:15]=[N:16][CH:17]=[CH:18][C:19]=1B1OC(C)(C)C(C)(C)O1.[O-]P([O-])([O-])=O.[K+].[K+].[K+], predict the reaction product. The product is: [Br:13][C:14]1[CH:15]=[N:16][CH:17]=[CH:18][C:19]=1[C:2]1[N:10]([CH3:11])[C:9]2[CH2:8][CH2:7][NH:6][C:5](=[O:12])[C:4]=2[CH:3]=1. (5) Given the reactants Cl[C:2]1[CH:10]=[CH:9][C:5]([C:6]([OH:8])=[O:7])=[CH:4][C:3]=1[C:11]([F:14])([F:13])[F:12].[C:15]1(B(O)O)[CH:20]=[CH:19][CH:18]=[CH:17][CH:16]=1.C1(P(C2C(C(C)C)=C(C3C=CC=CC=3)C(C(C)C)=CC=2C(C)C)C2CCCCC2)CCCCC1.[F-].[K+], predict the reaction product. The product is: [F:12][C:11]([F:14])([F:13])[C:3]1[CH:4]=[C:5]([C:6]([OH:8])=[O:7])[CH:9]=[CH:10][C:2]=1[C:15]1[CH:20]=[CH:19][CH:18]=[CH:17][CH:16]=1. (6) Given the reactants [CH2:1]([C:3]1[O:4][C:5]2[CH:11]=[CH:10][C:9]([C:12]([O-])=[O:13])=[CH:8][C:6]=2[N:7]=1)[CH3:2].[H-].[H-].[H-].[H-].[Li+].[Al+3], predict the reaction product. The product is: [CH2:1]([C:3]1[O:4][C:5]2[CH:11]=[CH:10][C:9]([CH2:12][OH:13])=[CH:8][C:6]=2[N:7]=1)[CH3:2]. (7) Given the reactants [NH2:1][C:2]1[C:7]([C:8]2[CH:26]=[CH:25][C:11]([C:12]([NH:14][C@@H:15]([C:18]3[CH:23]=[CH:22][CH:21]=[C:20]([Cl:24])[CH:19]=3)[CH2:16][OH:17])=[O:13])=[C:10]([F:27])[CH:9]=2)=[CH:6][C:5]([C@H:28]2[CH2:32][C@@H:31]([CH2:33][OH:34])[NH:30][CH2:29]2)=[CH:4][N:3]=1.Cl[CH2:36][C:37](O)=[O:38].CN(C(ON1N=NC2C=CC=NC1=2)=[N+](C)C)C.F[P-](F)(F)(F)(F)F.CCN(C(C)C)C(C)C.[H-].[Na+], predict the reaction product. The product is: [NH2:1][C:2]1[C:7]([C:8]2[CH:26]=[CH:25][C:11]([C:12]([NH:14][C@@H:15]([C:18]3[CH:23]=[CH:22][CH:21]=[C:20]([Cl:24])[CH:19]=3)[CH2:16][OH:17])=[O:13])=[C:10]([F:27])[CH:9]=2)=[CH:6][C:5]([C@@H:28]2[CH2:29][N:30]3[C@H:31]([CH2:33][O:34][CH2:36][C:37]3=[O:38])[CH2:32]2)=[CH:4][N:3]=1. (8) Given the reactants [C:1]([C:4]1[CH:5]=[CH:6][C:7]([O:14][CH3:15])=[C:8]([S:10](Cl)(=[O:12])=[O:11])[CH:9]=1)(=[O:3])[NH2:2].[NH2:16][CH2:17][CH2:18][C:19]1[CH:24]=[CH:23][C:22]([CH:25]([CH3:27])[CH3:26])=[CH:21][C:20]=1[S:28]([NH:31][C:32]([CH3:35])([CH3:34])[CH3:33])(=[O:30])=[O:29].C(N(CC)CC)C.Cl, predict the reaction product. The product is: [C:32]([NH:31][S:28]([C:20]1[CH:21]=[C:22]([CH:25]([CH3:26])[CH3:27])[CH:23]=[CH:24][C:19]=1[CH2:18][CH2:17][NH:16][S:10]([C:8]1[CH:9]=[C:4]([CH:5]=[CH:6][C:7]=1[O:14][CH3:15])[C:1]([NH2:2])=[O:3])(=[O:12])=[O:11])(=[O:30])=[O:29])([CH3:33])([CH3:34])[CH3:35]. (9) Given the reactants [OH-:1].[K+].F[C:4]1[CH:9]=[CH:8][C:7]([S:10]([CH3:13])(=[O:12])=[O:11])=[CH:6][C:5]=1[F:14].[CH3:15]O, predict the reaction product. The product is: [F:14][C:5]1[CH:6]=[C:7]([S:10]([CH3:13])(=[O:12])=[O:11])[CH:8]=[CH:9][C:4]=1[O:1][CH3:15].